Task: Predict the reactants needed to synthesize the given product.. Dataset: Full USPTO retrosynthesis dataset with 1.9M reactions from patents (1976-2016) (1) Given the product [F:10][C:8]1[CH:7]=[CH:6][C:5]([S:11][C:12]2[CH:20]=[C:19]([S:21]([CH3:24])(=[O:22])=[O:23])[CH:18]=[CH:17][C:13]=2[CH2:14][OH:15])=[C:4]([CH2:1][OH:2])[CH:9]=1, predict the reactants needed to synthesize it. The reactants are: [C:1]([C:4]1[CH:9]=[C:8]([F:10])[CH:7]=[CH:6][C:5]=1[S:11][C:12]1[CH:20]=[C:19]([S:21]([CH3:24])(=[O:23])=[O:22])[CH:18]=[CH:17][C:13]=1[C:14](O)=[O:15])(O)=[O:2].C(C1C=CC=C([N+]([O-])=O)C=1SC1C=CC(F)=CC=1C(O)=O)(O)=O.B. (2) Given the product [Cl:1][C:2]1[CH:3]=[C:4]([NH:9][CH2:19][CH2:18][C:15]2[CH:14]=[CH:13][C:12]([C:11]([F:10])([F:22])[F:23])=[CH:17][CH:16]=2)[CH:5]=[CH:6][C:7]=1[CH3:8], predict the reactants needed to synthesize it. The reactants are: [Cl:1][C:2]1[CH:3]=[C:4]([NH2:9])[CH:5]=[CH:6][C:7]=1[CH3:8].[F:10][C:11]([F:23])([F:22])[C:12]1[CH:17]=[CH:16][C:15]([CH2:18][C:19](O)=O)=[CH:14][CH:13]=1. (3) Given the product [C:1]1([C:7](=[N:14][C:15]([CH3:51])([CH2:21][CH2:22][C:23]2[CH:24]=[C:25]3[C:48](=[CH:49][CH:50]=2)[C:29]2=[N:30][O:31][C:32]([C:33]4[C:37]([C:38]([F:41])([F:40])[F:39])=[C:36]([C:42]5[CH:43]=[CH:44][CH:45]=[CH:46][CH:47]=5)[O:35][N:34]=4)=[C:28]2[CH2:27][CH2:26]3)[C:16]([O:18][CH2:19][CH3:20])=[O:17])[C:8]2[CH:9]=[CH:10][CH:11]=[CH:12][CH:13]=2)[CH:2]=[CH:3][CH:4]=[CH:5][CH:6]=1, predict the reactants needed to synthesize it. The reactants are: [C:1]1([C:7](=[N:14][CH:15]([CH2:21][CH2:22][C:23]2[CH:24]=[C:25]3[C:48](=[CH:49][CH:50]=2)[C:29]2=[N:30][O:31][C:32]([C:33]4[C:37]([C:38]([F:41])([F:40])[F:39])=[C:36]([C:42]5[CH:47]=[CH:46][CH:45]=[CH:44][CH:43]=5)[O:35][N:34]=4)=[C:28]2[CH2:27][CH2:26]3)[C:16]([O:18][CH2:19][CH3:20])=[O:17])[C:8]2[CH:13]=[CH:12][CH:11]=[CH:10][CH:9]=2)[CH:6]=[CH:5][CH:4]=[CH:3][CH:2]=1.[CH3:51][Si]([N-][Si](C)(C)C)(C)C.[Li+].IC.[Cl-].[NH4+].